From a dataset of Full USPTO retrosynthesis dataset with 1.9M reactions from patents (1976-2016). Predict the reactants needed to synthesize the given product. (1) The reactants are: [CH3:1][C:2]1[CH:10]=[CH:9][C:8]([C:11]#[C:12][CH2:13][N:14]2[CH2:20][CH2:19][CH2:18][N:17]([CH3:21])[CH2:16][CH2:15]2)=[CH:7][C:3]=1[C:4]([OH:6])=O.Cl.[NH2:23][CH2:24][C:25]1[C:26](=[O:33])[NH:27][C:28]([CH3:32])=[CH:29][C:30]=1[CH3:31].C1CN([P+](ON2N=[N:58][C:53]3[CH:54]=[CH:55][CH:56]=[CH:57][C:52]2=3)(N2CCCC2)N2CCCC2)CC1.F[P-](F)(F)(F)(F)F.[CH3:67][CH2:68]N(C(C)C)C(C)C.[CH3:76][N:77]([CH:79]=O)C. Given the product [CH3:31][C:30]1[CH:29]=[C:28]([CH3:32])[NH:27][C:26](=[O:33])[C:25]=1[CH2:24][NH:23][C:4](=[O:6])[C:3]1[CH:7]=[C:8]([C:11]#[C:12][CH2:13][N:14]2[CH2:20][CH2:19][CH2:18][N:17]([CH3:21])[CH2:16][CH2:15]2)[CH:9]=[C:10]([N:58]([C@H:53]2[CH2:52][CH2:57][C@H:56]([N:77]([CH3:79])[CH3:76])[CH2:55][CH2:54]2)[CH2:67][CH3:68])[C:2]=1[CH3:1], predict the reactants needed to synthesize it. (2) Given the product [O:9]1[CH2:10][CH:11]=[C:12]([C:6]2[CH:7]=[C:2]([NH2:1])[CH:3]=[N:4][CH:5]=2)[CH2:13][CH2:14]1, predict the reactants needed to synthesize it. The reactants are: [NH2:1][C:2]1[CH:3]=[N:4][CH:5]=[C:6](Br)[CH:7]=1.[O:9]1[CH2:14][CH:13]=[C:12](B2OC(C)(C)C(C)(C)O2)[CH2:11][CH2:10]1.C(=O)([O-])[O-].[Na+].[Na+].